From a dataset of Full USPTO retrosynthesis dataset with 1.9M reactions from patents (1976-2016). Predict the reactants needed to synthesize the given product. (1) Given the product [Br:1][C:2]1[CH:7]=[CH:6][N:5]2[C:8]([C:11]([NH:18][C:19]3[CH:20]=[C:21]([C:22](=[O:23])[NH:24][CH2:25][CH2:26][N:27]4[C@H:32]([CH3:33])[CH2:31][CH2:30][CH2:29][C@@H:28]4[CH3:34])[CH:35]=[CH:36][C:37]=3[F:38])=[O:13])=[CH:9][N:10]=[C:4]2[CH:3]=1, predict the reactants needed to synthesize it. The reactants are: [Br:1][C:2]1[CH:7]=[CH:6][N:5]2[C:8]([C:11]([OH:13])=O)=[CH:9][N:10]=[C:4]2[CH:3]=1.S(Cl)(Cl)=O.[NH2:18][C:19]1[CH:20]=[C:21]([CH:35]=[CH:36][C:37]=1[F:38])[C:22]([NH:24][CH2:25][CH2:26][N:27]1[C@H:32]([CH3:33])[CH2:31][CH2:30][CH2:29][C@@H:28]1[CH3:34])=[O:23]. (2) Given the product [C:20]([C:24]1[CH:25]=[C:26]([C:2]2[CH:3]=[C:4]([C:16]([O:18][CH3:19])=[O:17])[N:5]([CH3:15])[C:6]=2[C:7]([CH:9]2[CH2:14][CH2:13][CH2:12][CH2:11][CH2:10]2)=[O:8])[CH:27]=[C:28]([C:30]2([CH3:33])[CH2:32][CH2:31]2)[CH:29]=1)([CH3:23])([CH3:21])[CH3:22], predict the reactants needed to synthesize it. The reactants are: Br[C:2]1[CH:3]=[C:4]([C:16]([O:18][CH3:19])=[O:17])[N:5]([CH3:15])[C:6]=1[C:7]([CH:9]1[CH2:14][CH2:13][CH2:12][CH2:11][CH2:10]1)=[O:8].[C:20]([C:24]1[CH:25]=[C:26](B2OC(C)(C)C(C)(C)O2)[CH:27]=[C:28]([C:30]2([CH3:33])[CH2:32][CH2:31]2)[CH:29]=1)([CH3:23])([CH3:22])[CH3:21].C([O-])([O-])=O.[K+].[K+]. (3) Given the product [Cl:9][C:6]1[N:7]=[CH:8][C:3]([CH2:2][N:27]2[C:28]3[C:24](=[CH:23][C:22]([C:20]([NH:19][CH:16]([C:10]4[CH:11]=[CH:12][CH:13]=[CH:14][CH:15]=4)[CH2:17][CH3:18])=[O:21])=[CH:30][CH:29]=3)[CH:25]=[CH:26]2)=[CH:4][CH:5]=1, predict the reactants needed to synthesize it. The reactants are: Br[CH2:2][C:3]1[CH:4]=[CH:5][C:6]([Cl:9])=[N:7][CH:8]=1.[C:10]1([CH:16]([NH:19][C:20]([C:22]2[CH:23]=[C:24]3[C:28](=[CH:29][CH:30]=2)[NH:27][CH:26]=[CH:25]3)=[O:21])[CH2:17][CH3:18])[CH:15]=[CH:14][CH:13]=[CH:12][CH:11]=1. (4) Given the product [CH3:36][O:37][C:8]1[CH:3]=[C:4]([S:9][CH2:10][CH2:11][CH2:12][N:13]([C@H:29]2[CH2:34][CH2:33][C@H:32]([CH3:35])[CH2:31][CH2:30]2)[C:14](=[O:28])[NH:15][C:16]2[S:17][C:18]([S:21][C:22]([CH3:27])([CH3:26])[C:23]([OH:25])=[O:24])=[CH:19][N:20]=2)[CH:5]=[CH:6][CH:7]=1, predict the reactants needed to synthesize it. The reactants are: CO[C:3]1[CH:8]=[CH:7][CH:6]=[CH:5][C:4]=1[S:9][CH2:10][CH2:11][CH2:12][N:13]([C@H:29]1[CH2:34][CH2:33][C@H:32]([CH3:35])[CH2:31][CH2:30]1)[C:14](=[O:28])[NH:15][C:16]1[S:17][C:18]([S:21][C:22]([CH3:27])([CH3:26])[C:23]([OH:25])=[O:24])=[CH:19][N:20]=1.[CH3:36][O:37]C1C=C(S)C=CC=1.C(OC(=O)C(SC1SC(N)=NC=1)(C)C)C. (5) Given the product [NH3:5].[NH2:5][CH2:4][CH2:3][N:10]1[C:9]([CH:6]2[CH2:8][CH2:7]2)=[C:13]([O:14][C:15]2[CH:22]=[C:19]([C:20]#[N:21])[CH:18]=[C:17]([CH:16]=2)[C:23]#[N:24])[C:12]([CH:25]2[CH2:27][CH2:26]2)=[N:11]1, predict the reactants needed to synthesize it. The reactants are: Cl.Cl[CH2:3][CH2:4][NH2:5].[CH:6]1([C:9]2[C:13]([O:14][C:15]3[CH:16]=[C:17]([C:23]#[N:24])[CH:18]=[C:19]([CH:22]=3)[C:20]#[N:21])=[C:12]([CH:25]3[CH2:27][CH2:26]3)[NH:11][N:10]=2)[CH2:8][CH2:7]1.